This data is from Reaction yield outcomes from USPTO patents with 853,638 reactions. The task is: Predict the reaction yield, written as a fraction of the theoretical maximum amount of product (1.0 means a 100% yield; for example, 0.34 means a 34% yield). (1) The reactants are [C:1]1(=[O:6])[CH2:5][CH2:4][CH:3]=[CH:2]1.[C:7]([NH2:14])([O:9][C:10]([CH3:13])([CH3:12])[CH3:11])=[O:8].[N+]([O-])([O-])=O.[Bi+3].[N+]([O-])([O-])=O.[N+]([O-])([O-])=O. The catalyst is C(Cl)Cl. The product is [O:6]=[C:1]1[CH2:5][CH2:4][CH:3]([NH:14][C:7](=[O:8])[O:9][C:10]([CH3:13])([CH3:12])[CH3:11])[CH2:2]1. The yield is 0.360. (2) The product is [C:1]([O:5][C:6]([NH:8][CH:9]([C:15]1[CH:16]=[CH:17][C:18]([C:60]2[C:59]([O:58][CH3:57])=[CH:64][CH:63]=[CH:62][C:61]=2[O:65][CH3:66])=[CH:19][CH:20]=1)[CH2:10][C:11]([O:13][CH3:14])=[O:12])=[O:7])([CH3:2])([CH3:3])[CH3:4]. The reactants are [C:1]([O:5][C:6]([NH:8][CH:9]([C:15]1[CH:20]=[CH:19][C:18](OS(C2C(C)=CC=CC=2)(=O)=O)=[CH:17][CH:16]=1)[CH2:10][C:11]([O:13][CH3:14])=[O:12])=[O:7])([CH3:4])([CH3:3])[CH3:2].C(=O)([O-])[O-].[Cs+].[Cs+].C1(P(C2CCCCC2)C2CCCCC2)CCCCC1.[CH3:57][O:58][C:59]1[CH:64]=[CH:63][CH:62]=[C:61]([O:65][CH3:66])[C:60]=1B(O)O. The yield is 0.830. The catalyst is O1CCOCC1.C1CC=CCCC=C1.C1CC=CCCC=C1.[Ni]. (3) The reactants are [N:1]([C@:4]1([CH2:19][OH:20])[O:8][C@@H:7]([N:9]2[CH:14]=[CH:13][C:12](=[O:15])[NH:11][C:10]2=[O:16])[C@H:6]([OH:17])[C@@H:5]1[F:18])=[N+:2]=[N-:3].C([Mg]Cl)(C)(C)C.Cl[C:28]1[CH:45]=[CH:44][CH:43]=[CH:42][C:29]=1[O:30][P:31](=[N:33][C@@H:34]([CH3:41])[C:35]([O:37][CH:38]([CH3:40])[CH3:39])=[O:36])=[O:32].CO. The catalyst is C1COCC1. The product is [CH:38]([O:37][C:35](=[O:36])[C@@H:34]([N:33]=[P:31]([O:30][C:29]1[CH:42]=[CH:43][CH:44]=[CH:45][C:28]=1[O:20][CH2:19][C@:4]1([N:1]=[N+:2]=[N-:3])[C@@H:5]([F:18])[C@@H:6]([OH:17])[C@H:7]([N:9]2[CH:14]=[CH:13][C:12](=[O:15])[NH:11][C:10]2=[O:16])[O:8]1)=[O:32])[CH3:41])([CH3:39])[CH3:40]. The yield is 0.210. (4) The reactants are C[O:2][C:3]([C:5]1[CH:14]=[CH:13][C:8]2[N:9]=[C:10]([CH3:12])[O:11][C:7]=2[CH:6]=1)=[O:4].[OH-].[Na+].Cl. The catalyst is C(O)C. The product is [CH3:12][C:10]1[O:11][C:7]2[CH:6]=[C:5]([C:3]([OH:4])=[O:2])[CH:14]=[CH:13][C:8]=2[N:9]=1. The yield is 0.970.